Dataset: Full USPTO retrosynthesis dataset with 1.9M reactions from patents (1976-2016). Task: Predict the reactants needed to synthesize the given product. (1) The reactants are: [F:1][C:2]1[CH:7]=[CH:6][C:5]([C:8]2[N:13]3[N:14]=[C:15]([NH2:17])[N:16]=[C:12]3[CH:11]=[CH:10][N:9]=2)=[CH:4][CH:3]=1.Br[C:19]1[CH:24]=[CH:23][C:22]([N:25]2[CH:29]=[C:28]([CH3:30])[N:27]=[CH:26]2)=[C:21]([O:31][CH3:32])[CH:20]=1. Given the product [F:1][C:2]1[CH:7]=[CH:6][C:5]([C:8]2[N:13]3[N:14]=[C:15]([NH:17][C:19]4[CH:24]=[CH:23][C:22]([N:25]5[CH:29]=[C:28]([CH3:30])[N:27]=[CH:26]5)=[C:21]([O:31][CH3:32])[CH:20]=4)[N:16]=[C:12]3[CH:11]=[CH:10][N:9]=2)=[CH:4][CH:3]=1, predict the reactants needed to synthesize it. (2) The reactants are: [CH2:1]([C:3]1[C:12]2[C:7](=[CH:8][C:9]([F:15])=[C:10]([O:13][CH3:14])[CH:11]=2)[NH:6][C:5](=O)[C:4]=1[C:17]([O:19][CH2:20][CH3:21])=[O:18])[CH3:2].P(Cl)(Cl)([Cl:24])=O. Given the product [Cl:24][C:5]1[C:4]([C:17]([O:19][CH2:20][CH3:21])=[O:18])=[C:3]([CH2:1][CH3:2])[C:12]2[C:7](=[CH:8][C:9]([F:15])=[C:10]([O:13][CH3:14])[CH:11]=2)[N:6]=1, predict the reactants needed to synthesize it. (3) Given the product [CH2:22]([N:18]1[CH2:19][CH2:20][CH:15]([C:12]2[CH:13]=[CH:14][C:9]([B:4]3[O:3][C:2]([CH3:21])([CH3:1])[C:6]([CH3:7])([CH3:8])[O:5]3)=[CH:10][CH:11]=2)[CH2:16][CH2:17]1)[CH3:23], predict the reactants needed to synthesize it. The reactants are: [CH3:1][C:2]1([CH3:21])[C:6]([CH3:8])([CH3:7])[O:5][B:4]([C:9]2[CH:14]=[CH:13][C:12]([CH:15]3[CH2:20][CH2:19][NH:18][CH2:17][CH2:16]3)=[CH:11][CH:10]=2)[O:3]1.[CH3:22][CH:23]=O.CC(O)=O.[BH-](OC(C)=O)(OC(C)=O)OC(C)=O.[Na+].C([O-])(O)=O.[Na+]. (4) Given the product [NH2:18][C:15]1[CH:16]=[CH:17][C:12]([N:7]2[CH:6]=[N:5][C:4]3[C:8]2=[N:9][CH:10]=[N:11][C:3]=3[NH:2][CH3:1])=[CH:13][CH:14]=1, predict the reactants needed to synthesize it. The reactants are: [CH3:1][NH:2][C:3]1[N:11]=[CH:10][N:9]=[C:8]2[C:4]=1[N:5]=[CH:6][N:7]2[C:12]1[CH:17]=[CH:16][C:15]([N+:18]([O-])=O)=[CH:14][CH:13]=1.[H][H]. (5) Given the product [C:21]([CH:23]([C:35]1[CH:40]=[CH:39][C:38]([O:14][CH2:13][C:10]2[CH:11]=[CH:12][C:7]([O:6][CH2:5]/[C:4](=[N:3]\[O:2][CH3:1])/[C:15]3[CH:20]=[CH:19][CH:18]=[CH:17][CH:16]=3)=[CH:8][CH:9]=2)=[CH:37][CH:36]=1)[CH2:24][C:25]([OH:27])=[O:26])#[N:22], predict the reactants needed to synthesize it. The reactants are: [CH3:1][O:2]/[N:3]=[C:4](/[C:15]1[CH:20]=[CH:19][CH:18]=[CH:17][CH:16]=1)\[CH2:5][O:6][C:7]1[CH:12]=[CH:11][C:10]([CH2:13][OH:14])=[CH:9][CH:8]=1.[C:21]([CH:23]([C:35]1[CH:40]=[CH:39][C:38](O)=[CH:37][CH:36]=1)[CH2:24][C:25]([O:27]CC1C=CC=CC=1)=[O:26])#[N:22]. (6) Given the product [C:36]([NH:2][C@@H:3]1[CH2:8][CH2:7][C@H:6]([NH:9][C:10]([C:12]2[C:16]3[N:17]=[CH:18][N:19]=[C:20]([C:21]4[CH:26]=[C:25]([CH:27]([CH3:29])[CH3:28])[CH:24]=[CH:23][C:22]=4[O:30][CH2:31][CH:32]4[CH2:33][CH2:34]4)[C:15]=3[NH:14][C:13]=2[CH3:35])=[O:11])[CH2:5][CH2:4]1)(=[O:38])[CH3:37], predict the reactants needed to synthesize it. The reactants are: Cl.[NH2:2][C@@H:3]1[CH2:8][CH2:7][C@H:6]([NH:9][C:10]([C:12]2[C:16]3[N:17]=[CH:18][N:19]=[C:20]([C:21]4[CH:26]=[C:25]([CH:27]([CH3:29])[CH3:28])[CH:24]=[CH:23][C:22]=4[O:30][CH2:31][CH:32]4[CH2:34][CH2:33]4)[C:15]=3[NH:14][C:13]=2[CH3:35])=[O:11])[CH2:5][CH2:4]1.[C:36](Cl)(=[O:38])[CH3:37]. (7) The reactants are: [Si:1]([O:8][CH2:9][C:10]1[C:18]2[O:17][N:16]=[C:15]([CH3:19])[C:14]=2[CH:13]=[CH:12][C:11]=1I)([C:4]([CH3:7])([CH3:6])[CH3:5])([CH3:3])[CH3:2].C([Sn](CCCC)(CCCC)[C:26]1[CH:31]=[CH:30][CH:29]=[CH:28][N:27]=1)CCC. Given the product [Si:1]([O:8][CH2:9][C:10]1[C:18]2[O:17][N:16]=[C:15]([CH3:19])[C:14]=2[CH:13]=[CH:12][C:11]=1[C:26]1[CH:31]=[CH:30][CH:29]=[CH:28][N:27]=1)([C:4]([CH3:7])([CH3:6])[CH3:5])([CH3:3])[CH3:2], predict the reactants needed to synthesize it.